Dataset: Full USPTO retrosynthesis dataset with 1.9M reactions from patents (1976-2016). Task: Predict the reactants needed to synthesize the given product. (1) Given the product [CH3:27][O:26][C:12]1[CH:11]=[C:10]([CH:15]=[CH:14][C:13]=1[O:16][CH2:17][C:18]1[CH:19]=[N:20][C:21]([O:24][CH3:25])=[CH:22][CH:23]=1)[CH2:9][N:6]1[C:5]2[CH:28]=[CH:29][C:2]([N:30]3[CH2:31][CH2:32][CH:33]([NH:36][C:37](=[O:43])[O:38][C:39]([CH3:41])([CH3:40])[CH3:42])[CH2:34][CH2:35]3)=[CH:3][C:4]=2[N:8]=[CH:7]1, predict the reactants needed to synthesize it. The reactants are: I[C:2]1[CH:29]=[CH:28][C:5]2[N:6]([CH2:9][C:10]3[CH:15]=[CH:14][C:13]([O:16][CH2:17][C:18]4[CH:19]=[N:20][C:21]([O:24][CH3:25])=[CH:22][CH:23]=4)=[C:12]([O:26][CH3:27])[CH:11]=3)[CH:7]=[N:8][C:4]=2[CH:3]=1.[NH:30]1[CH2:35][CH2:34][CH:33]([NH:36][C:37](=[O:43])[O:38][C:39]([CH3:42])([CH3:41])[CH3:40])[CH2:32][CH2:31]1.C(=O)([O-])[O-].[K+].[K+].N1CCC[C@H]1C(O)=O. (2) Given the product [Cl:1][C:2]1[CH:3]=[C:4]2[C:10]([C:11]([CH3:13])=[CH2:12])=[C:9]([I:18])[NH:8][C:5]2=[N:6][CH:7]=1, predict the reactants needed to synthesize it. The reactants are: [Cl:1][C:2]1[CH:3]=[C:4]2[C:10]([C:11]([CH3:13])=[CH2:12])=[C:9]([Si](C)(C)C)[NH:8][C:5]2=[N:6][CH:7]=1.[I:18]N1C(=O)CCC1=O.[O-]S([O-])(=S)=O.[Na+].[Na+].